Dataset: CYP2C19 inhibition data for predicting drug metabolism from PubChem BioAssay. Task: Regression/Classification. Given a drug SMILES string, predict its absorption, distribution, metabolism, or excretion properties. Task type varies by dataset: regression for continuous measurements (e.g., permeability, clearance, half-life) or binary classification for categorical outcomes (e.g., BBB penetration, CYP inhibition). Dataset: cyp2c19_veith. (1) The molecule is CC(C)CNC(=O)c1ccc(COc2ccc(Cl)cc2Cl)o1. The result is 1 (inhibitor). (2) The compound is O=C(O)c1ccncc1.O=C(O)c1ccncc1.[NH2-].[NH2-].[Pt]. The result is 0 (non-inhibitor). (3) The drug is COc1ccc(/C=N/Nc2snc(SC)c2C#N)cc1OC. The result is 1 (inhibitor). (4) The drug is Br/C(=N\Nc1nn[nH]n1)c1ccncc1. The result is 0 (non-inhibitor). (5) The molecule is O=C(NNC(=S)Nc1ccccc1)c1ccco1. The result is 0 (non-inhibitor). (6) The compound is CC1(C)CC(NC(=O)c2ccc3c(c2)OCO3)CC(C)(C)N1. The result is 0 (non-inhibitor).